From a dataset of Forward reaction prediction with 1.9M reactions from USPTO patents (1976-2016). Predict the product of the given reaction. (1) The product is: [C:40]([N:59]1[CH:63]=[C:62]([C:2]2[CH:3]=[C:4]3[C:8](=[CH:9][C:10]=2[F:11])[N:7]([C:81](=[O:82])[CH3:78])[N:6]=[C:5]3/[CH:31]=[CH:32]/[C:33]2[CH:38]=[CH:37][C:36]([F:39])=[CH:35][CH:34]=2)[CH:61]=[N:60]1)(=[O:67])[CH3:41]. Given the reactants Br[C:2]1[CH:3]=[C:4]2[C:8](=[CH:9][C:10]=1[F:11])[N:7](C(C1C=CC=CC=1)(C1C=CC=CC=1)C1C=CC=CC=1)[N:6]=[C:5]2/[CH:31]=[CH:32]/[C:33]1[CH:38]=[CH:37][C:36]([F:39])=[CH:35][CH:34]=1.[C:40]([N:59]1[CH:63]=[C:62](B(O)O)[CH:61]=[N:60]1)(C1C=CC=CC=1)(C1C=CC=CC=1)[C:41]1C=CC=CC=1.[OH2:67].O.O.O.O.O.O.O.[OH-].[Ba+2].[OH-].[CH2:78]([CH2:81][O:82]C)OC, predict the reaction product. (2) Given the reactants C(OC(=O)[N:7]([CH:25]([CH3:27])[CH3:26])[C:8]1[C:9]2[N:10]([C:14]([C:17]3[CH:22]=[CH:21][N:20]=[C:19](SC)[N:18]=3)=[CH:15][N:16]=2)[CH:11]=[CH:12][N:13]=1)(C)(C)C.[NH2:29][CH:30]1[CH2:35][CH2:34][O:33][CH2:32][CH2:31]1, predict the reaction product. The product is: [CH:25]([NH:7][C:8]1[C:9]2[N:10]([C:14]([C:17]3[CH:22]=[CH:21][N:20]=[C:19]([NH:29][CH:30]4[CH2:35][CH2:34][O:33][CH2:32][CH2:31]4)[N:18]=3)=[CH:15][N:16]=2)[CH:11]=[CH:12][N:13]=1)([CH3:26])[CH3:27].